Dataset: Reaction yield outcomes from USPTO patents with 853,638 reactions. Task: Predict the reaction yield, written as a fraction of the theoretical maximum amount of product (1.0 means a 100% yield; for example, 0.34 means a 34% yield). (1) The reactants are [C:1]([NH:4][CH2:5][CH2:6][CH2:7][S:8]([O:11][CH2:12][C:13]([CH3:27])([CH3:26])[C@@H:14]([OH:25])[C:15]([O:17]CC1C=CC=CC=1)=[O:16])(=[O:10])=[O:9])(=[O:3])[CH3:2]. The catalyst is [Pd].C(O)C. The product is [C:1]([NH:4][CH2:5][CH2:6][CH2:7][S:8]([O:11][CH2:12][C:13]([CH3:27])([CH3:26])[C@@H:14]([OH:25])[C:15]([OH:17])=[O:16])(=[O:9])=[O:10])(=[O:3])[CH3:2]. The yield is 0.230. (2) The reactants are [C:1]([O:5][C:6](=[O:27])[CH2:7]/[N:8]=[CH:9]/[CH2:10][C:11]([CH3:26])([CH3:25])[CH2:12][CH2:13][O:14][CH2:15][CH2:16][O:17][Si:18]([C:21]([CH3:24])([CH3:23])[CH3:22])([CH3:20])[CH3:19])([CH3:4])([CH3:3])[CH3:2].[Cl:28][C:29]1[C:30]([F:47])=[C:31](/[CH:35]=[C:36](/[C:39]2[CH:44]=[CH:43][C:42]([Cl:45])=[CH:41][C:40]=2[F:46])\[C:37]#[N:38])[CH:32]=[CH:33][CH:34]=1.C(N(CC)CC)C.C1CCN2C(=NCCC2)CC1. The catalyst is ClCCl.C(O)(C)(C)C. The product is [C:1]([O:5][C:6]([CH:7]1[CH:35]([C:31]2[CH:32]=[CH:33][CH:34]=[C:29]([Cl:28])[C:30]=2[F:47])[C:36]([C:39]2[CH:44]=[CH:43][C:42]([Cl:45])=[CH:41][C:40]=2[F:46])([C:37]#[N:38])[CH:9]([CH2:10][C:11]([CH3:26])([CH3:25])[CH2:12][CH2:13][O:14][CH2:15][CH2:16][O:17][Si:18]([C:21]([CH3:24])([CH3:23])[CH3:22])([CH3:20])[CH3:19])[NH:8]1)=[O:27])([CH3:4])([CH3:2])[CH3:3]. The yield is 0.600. (3) The reactants are [NH2:1][C:2]1[CH:12]=[C:11]([O:13][CH2:14][CH2:15][O:16][CH3:17])[C:10]([O:18][CH2:19][CH2:20][O:21][CH3:22])=[CH:9][C:3]=1[C:4](OCC)=[O:5].[CH:23]([O-])([O-])OC.C([O-])(=O)C.[NH4+:32]. The catalyst is CO. The product is [CH3:22][O:21][CH2:20][CH2:19][O:18][C:10]1[CH:9]=[C:3]2[C:2](=[CH:12][C:11]=1[O:13][CH2:14][CH2:15][O:16][CH3:17])[N:1]=[CH:23][NH:32][C:4]2=[O:5]. The yield is 0.910. (4) The reactants are [OH-].[Na+].C([O:5][C:6]([C:8]1[N:9]([CH2:18][C:19]2[CH:24]=[CH:23][CH:22]=[C:21]([CH3:25])[CH:20]=2)[C:10]2[C:15]([CH:16]=1)=[CH:14][C:13]([Cl:17])=[CH:12][CH:11]=2)=[O:7])C. The catalyst is C(O)C. The product is [Cl:17][C:13]1[CH:14]=[C:15]2[C:10](=[CH:11][CH:12]=1)[N:9]([CH2:18][C:19]1[CH:24]=[CH:23][CH:22]=[C:21]([CH3:25])[CH:20]=1)[C:8]([C:6]([OH:7])=[O:5])=[CH:16]2. The yield is 0.890. (5) The yield is 0.850. The catalyst is C1(C)C=CC=CC=1. The reactants are [C:1]1([P:7]([C:31]2[CH:36]=[CH:35][CH:34]=[CH:33][CH:32]=2)[C@H:8]2[CH2:16][C@@H:11]3[O:12][C:13](=[O:15])[CH2:14][C@@H:10]3[C@H:9]2[CH2:17][P:18]([C:25]2[CH:30]=[CH:29][CH:28]=[CH:27][CH:26]=2)[C:19]2[CH:24]=[CH:23][CH:22]=[CH:21][CH:20]=2)[CH:6]=[CH:5][CH:4]=[CH:3][CH:2]=1.B.C1N2CCN(CC2)C1. The product is [C:31]1([P:7]([C:1]2[CH:6]=[CH:5][CH:4]=[CH:3][CH:2]=2)[CH:8]2[CH2:16][CH:11]3[O:12][C:13](=[O:15])[CH2:14][CH:10]3[CH:9]2[CH2:17][P:18]([C:19]2[CH:20]=[CH:21][CH:22]=[CH:23][CH:24]=2)[C:25]2[CH:26]=[CH:27][CH:28]=[CH:29][CH:30]=2)[CH:36]=[CH:35][CH:34]=[CH:33][CH:32]=1. (6) The reactants are [Cl:1][C:2]1[N:3]=[CH:4][NH:5][CH:6]=1.[F:7][C:8]1[CH:13]=[C:12]([N+:14]([O-:16])=[O:15])[CH:11]=[C:10]([F:17])[C:9]=1F.C(=O)([O-])[O-].[K+].[K+]. The catalyst is CN(C=O)C.CCOC(C)=O. The product is [Cl:1][C:2]1[N:3]=[CH:4][N:5]([C:9]2[C:10]([F:17])=[CH:11][C:12]([N+:14]([O-:16])=[O:15])=[CH:13][C:8]=2[F:7])[CH:6]=1. The yield is 0.800. (7) The reactants are N[C:2]1[CH:7]=[CH:6][C:5]([CH2:8][CH2:9][CH2:10][C:11]#[N:12])=[C:4]([F:13])[CH:3]=1.[C:14]1(=O)[CH2:17][CH2:16][CH2:15]1.C[Si]([C:23]#[N:24])(C)C.[C:25](OCC)(=O)C. No catalyst specified. The product is [C:11]([CH2:10][CH2:9][CH2:8][C:5]1[CH:6]=[CH:7][C:2]([CH2:25][C:14]2([C:23]#[N:24])[CH2:17][CH2:16][CH2:15]2)=[CH:3][C:4]=1[F:13])#[N:12]. The yield is 0.920.